From a dataset of Full USPTO retrosynthesis dataset with 1.9M reactions from patents (1976-2016). Predict the reactants needed to synthesize the given product. (1) Given the product [Br:1][C:2]1[CH:8]=[C:7]([N+:9]([O-:11])=[O:10])[CH:6]=[C:5]([Br:12])[CH:3]=1, predict the reactants needed to synthesize it. The reactants are: [Br:1][C:2]1[CH:8]=[C:7]([N+:9]([O-:11])=[O:10])[CH:6]=[C:5]([Br:12])[C:3]=1N.S(=O)(=O)(O)O.N([O-])=O.[Na+]. (2) Given the product [Cl:19][C:20]1[CH:25]=[CH:24][C:23](/[CH:26]=[CH:27]/[C:28]([N:38]2[CH2:43][CH2:42][CH:41]([CH2:44][OH:45])[CH2:40][CH2:39]2)=[O:30])=[C:22]([CH2:31][N:32]2[N:36]=[N:35][C:34]([CH3:37])=[N:33]2)[CH:21]=1, predict the reactants needed to synthesize it. The reactants are: C(P1(=O)OP(CCC)(=O)OP(CCC)(=O)O1)CC.[Cl:19][C:20]1[CH:25]=[CH:24][C:23](/[CH:26]=[CH:27]/[C:28]([OH:30])=O)=[C:22]([CH2:31][N:32]2[N:36]=[N:35][C:34]([CH3:37])=[N:33]2)[CH:21]=1.[NH:38]1[CH2:43][CH2:42][CH:41]([CH2:44][OH:45])[CH2:40][CH2:39]1.C(N(CC)CC)C. (3) Given the product [CH3:1][C:2]1([CH3:20])[C:10]2[C:5](=[CH:6][CH:7]=[C:8]([C:24]3[CH:25]=[CH:26][CH:27]=[CH:28][C:23]=3[C:21]#[N:22])[CH:9]=2)[C:4](=[O:19])[CH2:3]1, predict the reactants needed to synthesize it. The reactants are: [CH3:1][C:2]1([CH3:20])[C:10]2[C:5](=[CH:6][CH:7]=[C:8](OS(C(F)(F)F)(=O)=O)[CH:9]=2)[C:4](=[O:19])[CH2:3]1.[C:21]([C:23]1[CH:28]=[CH:27][CH:26]=[CH:25][C:24]=1B(O)O)#[N:22]. (4) Given the product [F:13][C:14]1[CH:15]=[CH:16][C:17]([O:32][CH3:33])=[C:18]([C:20]2([CH2:23][C:24]([C:27]([F:29])([F:30])[F:28])([OH:31])[CH:25]=[N:1][C:2]3[CH:11]=[CH:10][CH:9]=[C:8]4[C:3]=3[CH:4]=[CH:5][C:6]([CH3:12])=[N:7]4)[CH2:21][CH2:22]2)[CH:19]=1, predict the reactants needed to synthesize it. The reactants are: [NH2:1][C:2]1[CH:11]=[CH:10][CH:9]=[C:8]2[C:3]=1[CH:4]=[CH:5][C:6]([CH3:12])=[N:7]2.[F:13][C:14]1[CH:15]=[CH:16][C:17]([O:32][CH3:33])=[C:18]([C:20]2([CH2:23][C:24]([OH:31])([C:27]([F:30])([F:29])[F:28])[CH:25]=O)[CH2:22][CH2:21]2)[CH:19]=1.C(O)(=O)C.CCCCCC.C(OCC)(=O)C. (5) Given the product [CH2:15]([O:22][C:23]1[CH:50]=[CH:49][C:48]([O:51][CH2:52][CH2:53][N:12]2[CH2:13][CH2:14][N:9]([CH2:7][CH3:8])[CH2:10][CH2:11]2)=[CH:47][C:24]=1[C:25]([NH:27][C:28]1[CH:40]=[C:39]([C:41]2[CH:46]=[CH:45][CH:44]=[CH:43][CH:42]=2)[CH:38]=[CH:37][C:29]=1[C:30]([O:32][C:33]([CH3:36])([CH3:35])[CH3:34])=[O:31])=[O:26])[C:16]1[CH:21]=[CH:20][CH:19]=[CH:18][CH:17]=1, predict the reactants needed to synthesize it. The reactants are: C(=O)([O-])[O-].[K+].[K+].[CH2:7]([N:9]1[CH2:14][CH2:13][NH:12][CH2:11][CH2:10]1)[CH3:8].[CH2:15]([O:22][C:23]1[CH:50]=[CH:49][C:48]([O:51][CH2:52][CH2:53]Br)=[CH:47][C:24]=1[C:25]([NH:27][C:28]1[CH:40]=[C:39]([C:41]2[CH:46]=[CH:45][CH:44]=[CH:43][CH:42]=2)[CH:38]=[CH:37][C:29]=1[C:30]([O:32][C:33]([CH3:36])([CH3:35])[CH3:34])=[O:31])=[O:26])[C:16]1[CH:21]=[CH:20][CH:19]=[CH:18][CH:17]=1. (6) The reactants are: [N:1]1([C:5]2[CH:6]=[CH:7][C:8]([O:11][C:12]3[CH:17]=[CH:16][CH:15]=[C:14]([CH:18]=[C:19]4[CH2:24][CH2:23][NH:22][CH2:21][CH2:20]4)[CH:13]=3)=[N:9][CH:10]=2)[CH2:4][CH2:3][CH2:2]1.[N:25]1[CH:30]=[CH:29][CH:28]=[C:27]([NH:31][C:32](=O)[O:33]C2C=CC=CC=2)[N:26]=1.C(N(CC)CC)C. Given the product [N:1]1([C:5]2[CH:6]=[CH:7][C:8]([O:11][C:12]3[CH:13]=[C:14]([CH:15]=[CH:16][CH:17]=3)[CH:18]=[C:19]3[CH2:20][CH2:21][N:22]([C:32]([NH:31][C:27]4[N:26]=[N:25][CH:30]=[CH:29][CH:28]=4)=[O:33])[CH2:23][CH2:24]3)=[N:9][CH:10]=2)[CH2:2][CH2:3][CH2:4]1, predict the reactants needed to synthesize it.